From a dataset of CYP3A4 inhibition data for predicting drug metabolism from PubChem BioAssay. Regression/Classification. Given a drug SMILES string, predict its absorption, distribution, metabolism, or excretion properties. Task type varies by dataset: regression for continuous measurements (e.g., permeability, clearance, half-life) or binary classification for categorical outcomes (e.g., BBB penetration, CYP inhibition). Dataset: cyp3a4_veith. (1) The drug is C=CCn1c(O)c(C=NCCN(C)C)c(=O)[nH]c1=O. The result is 0 (non-inhibitor). (2) The compound is Cc1ccc(OCC(=O)c2c(O)c3ccccc3oc2=O)cc1C. The result is 0 (non-inhibitor). (3) The molecule is CO/N=C\[C@@H](C)[C@H](OCc1ccccc1)C(C)C. The result is 0 (non-inhibitor). (4) The compound is O=C(Nc1cccc(OC(=O)c2cccnc2)c1)c1cccnc1. The result is 0 (non-inhibitor). (5) The compound is COC(=O)c1ccc(COc2ccc(/C=C(\C#N)c3nc4ccccc4[nH]3)cc2OC)o1. The result is 1 (inhibitor). (6) The compound is CN1C[C@@H](CS(=O)(=O)N(C)C)C[C@H]2c3cccc4c3c(cn4C)C[C@@H]21. The result is 0 (non-inhibitor). (7) The molecule is O=c1cc(CSc2nnc(-c3cccnc3)n2-c2ccccc2F)nc2sccn12. The result is 1 (inhibitor). (8) The molecule is COc1cccc(/C(O)=C2/C(=O)C(=O)N(CCCN3CCOCC3)C2c2ccncc2)c1. The result is 0 (non-inhibitor).